Task: Regression/Classification. Given a drug SMILES string, predict its absorption, distribution, metabolism, or excretion properties. Task type varies by dataset: regression for continuous measurements (e.g., permeability, clearance, half-life) or binary classification for categorical outcomes (e.g., BBB penetration, CYP inhibition). Dataset: cyp1a2_veith.. Dataset: CYP1A2 inhibition data for predicting drug metabolism from PubChem BioAssay (1) The molecule is CCCC[C@@H]1C[C@H]1C(NC(=O)c1ccco1)c1ccc(C(=O)OC)cc1. The result is 1 (inhibitor). (2) The drug is CC(C)(C)c1[nH]nc2c1C(c1ccc(OC(=O)c3ccco3)cc1)C(C#N)=C(N)O2. The result is 1 (inhibitor). (3) The compound is Nc1cc(S(=O)(=O)O)cc2ccc(S(=O)(=O)O)cc12. The result is 0 (non-inhibitor). (4) The compound is COc1cccc(-c2nc(NC3CC3)c3ccccc3n2)c1. The result is 1 (inhibitor). (5) The compound is Cc1ccc(C)c(NC(=O)Cn2nnc(C(=O)NCc3cccs3)c2N)c1. The result is 0 (non-inhibitor).